This data is from Reaction yield outcomes from USPTO patents with 853,638 reactions. The task is: Predict the reaction yield, written as a fraction of the theoretical maximum amount of product (1.0 means a 100% yield; for example, 0.34 means a 34% yield). The product is [C:21]([C:7]1[C:8]2[S:12][C:11]([NH:13][C:14]([CH:16]3[CH2:18][CH2:17]3)=[O:15])=[N:10][C:9]=2[CH:19]=[CH:20][C:6]=1[O:5][C:4]1[CH:23]=[CH:24][CH:25]=[C:2]([NH:1][C:27](=[O:28])[NH:26][C:29]2[CH:34]=[CH:33][C:32]([C:35]([F:36])([F:38])[F:37])=[CH:31][CH:30]=2)[CH:3]=1)#[N:22]. The reactants are [NH2:1][C:2]1[CH:3]=[C:4]([CH:23]=[CH:24][CH:25]=1)[O:5][C:6]1[CH:20]=[CH:19][C:9]2[N:10]=[C:11]([NH:13][C:14]([CH:16]3[CH2:18][CH2:17]3)=[O:15])[S:12][C:8]=2[C:7]=1[C:21]#[N:22].[N:26]([C:29]1[CH:34]=[CH:33][C:32]([C:35]([F:38])([F:37])[F:36])=[CH:31][CH:30]=1)=[C:27]=[O:28]. The yield is 0.940. The catalyst is CN(C)C=O.C(OCC)(=O)C.